Dataset: Forward reaction prediction with 1.9M reactions from USPTO patents (1976-2016). Task: Predict the product of the given reaction. Given the reactants [H-].[Na+].CN(C)C=[C:6]([C:10]1[CH:15]=[CH:14][C:13]([O:16][CH3:17])=[CH:12][CH:11]=1)[C:7](=O)[CH3:8].COC(C1C(C2C=CC=CC=2Cl)C(C(OC)=O)=C(C)[NH:25][C:24]=1COCCN1C(=O)C2C(=CC=CC=2)C1=O)=O.[CH3:56]O.[CH3:58][N:59](C)[CH:60]=[O:61], predict the reaction product. The product is: [CH3:17][O:16][C:13]1[CH:12]=[CH:11][C:10]([C:6]2[CH:7]=[C:8]([C:24]#[N:25])[C:60](=[O:61])[NH:59][C:58]=2[CH3:56])=[CH:15][CH:14]=1.